This data is from Full USPTO retrosynthesis dataset with 1.9M reactions from patents (1976-2016). The task is: Predict the reactants needed to synthesize the given product. (1) The reactants are: Br[C:2]1[CH:7]=[CH:6][C:5]([O:8][CH2:9][CH2:10][O:11][CH2:12][CH2:13][O:14][CH3:15])=[CH:4][CH:3]=1.[B:16]1([B:16]2[O:20][C:19]([CH3:22])([CH3:21])[C:18]([CH3:24])([CH3:23])[O:17]2)[O:20][C:19]([CH3:22])([CH3:21])[C:18]([CH3:24])([CH3:23])[O:17]1.CC([O-])=O.[K+]. Given the product [CH3:15][O:14][CH2:13][CH2:12][O:11][CH2:10][CH2:9][O:8][C:5]1[CH:6]=[CH:7][C:2]([B:16]2[O:20][C:19]([CH3:22])([CH3:21])[C:18]([CH3:24])([CH3:23])[O:17]2)=[CH:3][CH:4]=1, predict the reactants needed to synthesize it. (2) Given the product [CH3:4][P:2]([CH2:5][N:6]1[CH2:7][CH2:8][NH:9][CH2:10][CH2:11]1)([CH3:1])=[O:3], predict the reactants needed to synthesize it. The reactants are: [CH3:1][P:2]([CH2:5][N:6]1[CH2:11][CH2:10][N:9](C(OC(C)(C)C)=O)[CH2:8][CH2:7]1)([CH3:4])=[O:3].C(O)(C(F)(F)F)=O. (3) Given the product [N+:1]([C:4]1[CH:5]=[CH:6][C:7]([O:43][C:37]2[CH:36]=[C:35]3[C:40]([CH2:41][CH2:42][CH:33]([C:27]4[CH:28]=[CH:29][CH:30]=[CH:31][CH:32]=4)[O:34]3)=[CH:39][CH:38]=2)=[N:8][CH:9]=1)([O-:3])=[O:2], predict the reactants needed to synthesize it. The reactants are: [N+:1]([C:4]1[CH:5]=[CH:6][C:7](OC2C=C3C(=CC=2)OC(C2C=CC=CC=2)CC3)=[N:8][CH:9]=1)([O-:3])=[O:2].[C:27]1([CH:33]2[CH2:42][CH2:41][C:40]3[C:35](=[CH:36][C:37]([OH:43])=[CH:38][CH:39]=3)[O:34]2)[CH:32]=[CH:31][CH:30]=[CH:29][CH:28]=1. (4) Given the product [Cl:1][C:2]1[CH:3]=[C:4]([C:8]#[C:9][C:10]2[CH2:14][C:13]3([CH2:18][CH2:17][N:16]([C:19]([N:21]4[CH2:26][CH2:25][NH:24][C:27]4=[O:30])=[O:20])[CH2:15]3)[O:12][N:11]=2)[CH:5]=[CH:6][CH:7]=1, predict the reactants needed to synthesize it. The reactants are: [Cl:1][C:2]1[CH:3]=[C:4]([C:8]#[C:9][C:10]2[CH2:14][C:13]3([CH2:18][CH2:17][N:16]([C:19]([N:21]4[CH2:26][CH2:25][N:24]([CH3:27])CC4)=[O:20])[CH2:15]3)[O:12][N:11]=2)[CH:5]=[CH:6][CH:7]=1.ClC(N1CCNC1=O)=[O:30].CN1CCN(C(Cl)=O)CC1.